Dataset: Forward reaction prediction with 1.9M reactions from USPTO patents (1976-2016). Task: Predict the product of the given reaction. (1) Given the reactants [CH3:1][C:2]([O:4][C:5]1[CH:6]=[CH:7][CH:8]=[CH:9][C:10]=1[C:11]([OH:13])=O)=[O:3].CC(OC1C=CC=CC=1C(O)=O)=O.[O:27]=[CH:28][C@@H:29]([C@H:31]([C@@H:33]([C@@H:35]([CH2:37][OH:38])[OH:36])[OH:34])[OH:32])[OH:30], predict the reaction product. The product is: [C:2]([O:4][C:5]1[CH:6]=[CH:7][CH:8]=[CH:9][C:10]=1[C:11]([C@@:31]([C@@H:33]([C@@H:35]([CH2:37][OH:38])[OH:36])[OH:34])([OH:32])[C@@H:29]([OH:30])[CH:28]=[O:27])=[O:13])(=[O:3])[CH3:1]. (2) Given the reactants Cl[C:2]1[CH:7]=[CH:6][N:5]=[C:4]([NH:8][CH:9]2[CH2:14][C:13]([CH3:16])([CH3:15])[NH:12][C:11]([CH3:18])([CH3:17])[CH2:10]2)[N:3]=1.[CH2:19]([O:26][C:27]1[S:28][CH:29]=[CH:30][CH:31]=1)[C:20]1[CH:25]=[CH:24][CH:23]=[CH:22][CH:21]=1, predict the reaction product. The product is: [CH2:19]([O:26][C:27]1[S:28][C:29]([C:2]2[CH:7]=[CH:6][N:5]=[C:4]([NH:8][CH:9]3[CH2:14][C:13]([CH3:16])([CH3:15])[NH:12][C:11]([CH3:18])([CH3:17])[CH2:10]3)[N:3]=2)=[CH:30][CH:31]=1)[C:20]1[CH:21]=[CH:22][CH:23]=[CH:24][CH:25]=1. (3) Given the reactants [CH3:1][C:2]1[N:7]=[C:6]([C:8]2[N:9]=[C:10]([C:17]3[CH:18]=[C:19]([C:23]4[CH:30]=[CH:29][C:26]([CH:27]=O)=[CH:25][CH:24]=4)[CH:20]=[N:21][CH:22]=3)[C:11]3[CH:16]=[CH:15][NH:14][C:12]=3[N:13]=2)[CH:5]=[CH:4][CH:3]=1.Cl.[CH3:32][NH2:33].CC(O)=O.[BH-](OC(C)=O)(OC(C)=O)OC(C)=O.[Na+], predict the reaction product. The product is: [CH3:32][NH:33][CH2:27][C:26]1[CH:29]=[CH:30][C:23]([C:19]2[CH:20]=[N:21][CH:22]=[C:17]([C:10]3[C:11]4[CH:16]=[CH:15][NH:14][C:12]=4[N:13]=[C:8]([C:6]4[CH:5]=[CH:4][CH:3]=[C:2]([CH3:1])[N:7]=4)[N:9]=3)[CH:18]=2)=[CH:24][CH:25]=1. (4) Given the reactants [C:1]([C:5]1[CH:28]=[CH:27][C:8]([C:9]([C:11]2[N:15]([CH2:16][CH2:17][CH2:18][NH:19]C(=O)OC(C)(C)C)[CH:14]=[N:13][CH:12]=2)=[O:10])=[CH:7][CH:6]=1)([CH3:4])([CH3:3])[CH3:2], predict the reaction product. The product is: [NH2:19][CH2:18][CH2:17][CH2:16][N:15]1[C:11]([C:9]([C:8]2[CH:7]=[CH:6][C:5]([C:1]([CH3:4])([CH3:3])[CH3:2])=[CH:28][CH:27]=2)=[O:10])=[CH:12][N:13]=[CH:14]1. (5) Given the reactants [CH3:1][C:2]1[S:3][C:4]([C:10]2[CH:15]=[CH:14][CH:13]=[CH:12][CH:11]=2)=[C:5]([C:7]([OH:9])=O)[N:6]=1.C(=O)([O-])[O-].[K+].[K+].C(Cl)(=O)C(C)(C)C.Cl.Cl.[F:31][C:32]1[CH:33]=[C:34]([CH3:48])[C:35]2[N:36]([CH:38]=[C:39]([CH2:41][C@@H:42]3[CH2:47][CH2:46][CH2:45][CH2:44][NH:43]3)[N:40]=2)[CH:37]=1, predict the reaction product. The product is: [F:31][C:32]1[CH:33]=[C:34]([CH3:48])[C:35]2[N:36]([CH:38]=[C:39]([CH2:41][C@@H:42]3[CH2:47][CH2:46][CH2:45][CH2:44][N:43]3[C:7]([C:5]3[N:6]=[C:2]([CH3:1])[S:3][C:4]=3[C:10]3[CH:15]=[CH:14][CH:13]=[CH:12][CH:11]=3)=[O:9])[N:40]=2)[CH:37]=1.